Dataset: Forward reaction prediction with 1.9M reactions from USPTO patents (1976-2016). Task: Predict the product of the given reaction. (1) Given the reactants C(OC([N:11]1[CH2:15][C@H:14]([OH:16])[CH2:13][C@H:12]1[C:17]([N:19]1[CH2:24][CH2:23][CH:22]([CH2:25][C:26]2[CH:31]=[CH:30][CH:29]=[CH:28][CH:27]=2)[CH2:21][CH2:20]1)=[O:18])=O)C1C=CC=CC=1, predict the reaction product. The product is: [CH2:25]([CH:22]1[CH2:21][CH2:20][N:19]([C:17]([C@@H:12]2[CH2:13][C@@H:14]([OH:16])[CH2:15][NH:11]2)=[O:18])[CH2:24][CH2:23]1)[C:26]1[CH:31]=[CH:30][CH:29]=[CH:28][CH:27]=1. (2) Given the reactants C[Si]([C:5]#[N:6])(C)C.[CH2:7]([NH:14][CH2:15][C:16]([OH:18])=[O:17])[C:8]1[CH:13]=[CH:12][CH:11]=[CH:10][CH:9]=1.[CH:19](=O)[CH3:20].C(Cl)[Cl:23], predict the reaction product. The product is: [ClH:23].[CH2:7]([N:14]([CH:19]([C:5]#[N:6])[CH3:20])[CH2:15][C:16]([OH:18])=[O:17])[C:8]1[CH:13]=[CH:12][CH:11]=[CH:10][CH:9]=1.